Dataset: CYP2D6 inhibition data for predicting drug metabolism from PubChem BioAssay. Task: Regression/Classification. Given a drug SMILES string, predict its absorption, distribution, metabolism, or excretion properties. Task type varies by dataset: regression for continuous measurements (e.g., permeability, clearance, half-life) or binary classification for categorical outcomes (e.g., BBB penetration, CYP inhibition). Dataset: cyp2d6_veith. (1) The compound is Cc1ccc(S(=O)(=O)NC(=O)NN2C[C@H]3CCC[C@@H]3C2)cc1. The result is 0 (non-inhibitor). (2) The molecule is C[C@H]1CC[C@@H]2[C@@H](C)C(=O)O[C@H]3O[C@@]4(C)CC[C@H]1[C@@]32OO4. The result is 0 (non-inhibitor). (3) The compound is CC(O)(CS(=O)(=O)c1ccccc1)C(=O)Nc1cccc(C(F)(F)F)c1. The result is 0 (non-inhibitor). (4) The compound is Cc1nn(-c2ccccc2)c(N2CCCCC2)c1/C=N/O. The result is 0 (non-inhibitor). (5) The compound is CCSc1ncc(/C=N/Nc2ccc(F)cc2)n1C. The result is 1 (inhibitor). (6) The compound is O=c1c(-c2ccccc2)nc2cnc(Nc3ccccc3)nc2n1C[C@H]1CCCO1. The result is 0 (non-inhibitor). (7) The result is 0 (non-inhibitor). The compound is NC1=C(O)C(=O)[C@H](c2c[nH]c3ccc(OCc4ccccc4)cc23)O1. (8) The drug is CC(C)CN(C)c1nc(N)c(C(=O)N=C(N)N)nc1Cl. The result is 1 (inhibitor). (9) The compound is CC1(C)S[C@@H]2[C@H](NC(=O)[C@@H](N)c3ccccc3)C(=O)N2[C@H]1C(=O)O[C@H]1OC(=O)c2ccccc21. The result is 0 (non-inhibitor). (10) The compound is COC(=O)COc1cccc(NC(=O)c2ccc(C)cc2)c1. The result is 0 (non-inhibitor).